Dataset: NCI-60 drug combinations with 297,098 pairs across 59 cell lines. Task: Regression. Given two drug SMILES strings and cell line genomic features, predict the synergy score measuring deviation from expected non-interaction effect. (1) Drug 1: CC1=CC2C(CCC3(C2CCC3(C(=O)C)OC(=O)C)C)C4(C1=CC(=O)CC4)C. Drug 2: C1CN1P(=S)(N2CC2)N3CC3. Cell line: SF-539. Synergy scores: CSS=11.2, Synergy_ZIP=-6.05, Synergy_Bliss=-9.80, Synergy_Loewe=-33.8, Synergy_HSA=-9.81. (2) Drug 1: CC1=C(C=C(C=C1)NC2=NC=CC(=N2)N(C)C3=CC4=NN(C(=C4C=C3)C)C)S(=O)(=O)N.Cl. Drug 2: CC1=CC2C(CCC3(C2CCC3(C(=O)C)OC(=O)C)C)C4(C1=CC(=O)CC4)C. Cell line: LOX IMVI. Synergy scores: CSS=15.9, Synergy_ZIP=3.10, Synergy_Bliss=3.97, Synergy_Loewe=7.05, Synergy_HSA=5.23. (3) Drug 1: COC1=CC(=CC(=C1O)OC)C2C3C(COC3=O)C(C4=CC5=C(C=C24)OCO5)OC6C(C(C7C(O6)COC(O7)C8=CC=CS8)O)O. Drug 2: CC(C1=C(C=CC(=C1Cl)F)Cl)OC2=C(N=CC(=C2)C3=CN(N=C3)C4CCNCC4)N. Cell line: K-562. Synergy scores: CSS=48.7, Synergy_ZIP=-5.69, Synergy_Bliss=-9.42, Synergy_Loewe=-11.9, Synergy_HSA=-8.18. (4) Drug 1: CC1=C2C(C(=O)C3(C(CC4C(C3C(C(C2(C)C)(CC1OC(=O)C(C(C5=CC=CC=C5)NC(=O)C6=CC=CC=C6)O)O)OC(=O)C7=CC=CC=C7)(CO4)OC(=O)C)O)C)OC(=O)C. Drug 2: CC1=C(C(=CC=C1)Cl)NC(=O)C2=CN=C(S2)NC3=CC(=NC(=N3)C)N4CCN(CC4)CCO. Cell line: SK-MEL-28. Synergy scores: CSS=4.51, Synergy_ZIP=0.885, Synergy_Bliss=5.02, Synergy_Loewe=3.64, Synergy_HSA=3.92. (5) Cell line: OVCAR-4. Synergy scores: CSS=1.74, Synergy_ZIP=-0.383, Synergy_Bliss=1.93, Synergy_Loewe=0.777, Synergy_HSA=1.46. Drug 2: C(CCl)NC(=O)N(CCCl)N=O. Drug 1: CC1=C(C(CCC1)(C)C)C=CC(=CC=CC(=CC(=O)O)C)C. (6) Drug 1: CCC1(CC2CC(C3=C(CCN(C2)C1)C4=CC=CC=C4N3)(C5=C(C=C6C(=C5)C78CCN9C7C(C=CC9)(C(C(C8N6C)(C(=O)OC)O)OC(=O)C)CC)OC)C(=O)OC)O.OS(=O)(=O)O. Drug 2: N.N.Cl[Pt+2]Cl. Cell line: MCF7. Synergy scores: CSS=33.2, Synergy_ZIP=-9.66, Synergy_Bliss=-5.40, Synergy_Loewe=-3.47, Synergy_HSA=-0.917. (7) Drug 1: C1CC(=O)NC(=O)C1N2C(=O)C3=CC=CC=C3C2=O. Drug 2: COCCOC1=C(C=C2C(=C1)C(=NC=N2)NC3=CC=CC(=C3)C#C)OCCOC.Cl. Cell line: SR. Synergy scores: CSS=-2.73, Synergy_ZIP=0.548, Synergy_Bliss=-1.40, Synergy_Loewe=-2.22, Synergy_HSA=-4.67. (8) Drug 1: CN1C(=O)N2C=NC(=C2N=N1)C(=O)N. Drug 2: C1=CC=C(C(=C1)C(C2=CC=C(C=C2)Cl)C(Cl)Cl)Cl. Cell line: LOX IMVI. Synergy scores: CSS=4.33, Synergy_ZIP=0.633, Synergy_Bliss=5.06, Synergy_Loewe=-5.46, Synergy_HSA=-4.14. (9) Drug 1: CCC(=C(C1=CC=CC=C1)C2=CC=C(C=C2)OCCN(C)C)C3=CC=CC=C3.C(C(=O)O)C(CC(=O)O)(C(=O)O)O. Drug 2: C#CCC(CC1=CN=C2C(=N1)C(=NC(=N2)N)N)C3=CC=C(C=C3)C(=O)NC(CCC(=O)O)C(=O)O. Cell line: M14. Synergy scores: CSS=25.3, Synergy_ZIP=-0.892, Synergy_Bliss=-2.92, Synergy_Loewe=-16.2, Synergy_HSA=-1.07.